From a dataset of Full USPTO retrosynthesis dataset with 1.9M reactions from patents (1976-2016). Predict the reactants needed to synthesize the given product. (1) Given the product [ClH:31].[OH:1][C@H:2]1[CH2:6][NH:5][C@H:4]([C:14]([NH:15][CH2:16][C:17]2[CH:18]=[CH:19][C:20]([C:23]3[S:27][CH:26]=[N:25][C:24]=3[CH3:28])=[CH:21][CH:22]=2)=[O:29])[CH2:3]1, predict the reactants needed to synthesize it. The reactants are: [OH:1][C@H:2]1[CH2:6][N:5](C(OC(C)(C)C)=O)[C@H:4]([C:14](=[O:29])[NH:15][CH2:16][C:17]2[CH:22]=[CH:21][C:20]([C:23]3[S:27][CH:26]=[N:25][C:24]=3[CH3:28])=[CH:19][CH:18]=2)[CH2:3]1.C(Cl)[Cl:31].Cl.O1CCOCC1. (2) Given the product [Cl:8][C:9]1[N:14]=[C:13]([C:15]([NH:7][C:2]2[CH:3]=[CH:4][CH:5]=[CH:6][N:1]=2)=[O:16])[C:12]([N:18]([CH3:20])[CH3:19])=[N:11][C:10]=1[NH:21][CH2:22][C:23]1[O:24][CH:25]=[CH:26][CH:27]=1, predict the reactants needed to synthesize it. The reactants are: [N:1]1[CH:6]=[CH:5][CH:4]=[CH:3][C:2]=1[NH2:7].[Cl:8][C:9]1[N:14]=[C:13]([C:15](O)=[O:16])[C:12]([N:18]([CH3:20])[CH3:19])=[N:11][C:10]=1[NH:21][CH2:22][C:23]1[O:24][CH:25]=[CH:26][CH:27]=1. (3) Given the product [CH3:1][O:2][C:3]([C:5]1[S:12][C:11]2[C:10]([I:19])=[N:9][NH:8][C:7]=2[CH:6]=1)=[O:4], predict the reactants needed to synthesize it. The reactants are: [CH3:1][O:2][C:3]([C:5]1[S:12][C:11]2[CH:10]=[N:9][N:8](C(=O)C)[C:7]=2[CH:6]=1)=[O:4].C[O-].[Na+].[I:19]I. (4) The reactants are: [N@:1]1([C:8]([O:10][C:11]([CH3:14])([CH3:13])[CH3:12])=[O:9])[CH2:3][CH:2]1[C:4]([O:6][CH3:7])=[O:5].[CH2:15]([C@H:22]([C@@H:25]([CH2:28][C:29]1[CH:34]=[CH:33][CH:32]=[CH:31][CH:30]=1)[CH2:26][OH:27])[CH2:23][OH:24])[C:16]1[CH:21]=[CH:20][CH:19]=[CH:18][CH:17]=1.B(F)(F)F.O(CC)CC. Given the product [C:11]([O:10][C:8]([NH:1][C@@H:2]([CH2:3][O:24][CH2:23][C@H:22]([CH2:15][C:16]1[CH:17]=[CH:18][CH:19]=[CH:20][CH:21]=1)[C@@H:25]([CH2:28][C:29]1[CH:30]=[CH:31][CH:32]=[CH:33][CH:34]=1)[CH2:26][OH:27])[C:4]([O:6][CH3:7])=[O:5])=[O:9])([CH3:12])([CH3:13])[CH3:14], predict the reactants needed to synthesize it.